Dataset: Forward reaction prediction with 1.9M reactions from USPTO patents (1976-2016). Task: Predict the product of the given reaction. (1) The product is: [CH2:19]([O:18][C:17]([N:16]=[C:13]([NH:12][C:10]([C:3]1[C:2]([NH2:1])=[N:7][C:6]([NH2:8])=[C:5]([Cl:9])[N:4]=1)=[O:11])[NH:27][CH:28]1[CH2:29][CH2:30][N:31]([C:34]([O:36][C:37]([CH3:40])([CH3:39])[CH3:38])=[O:35])[CH2:32][CH2:33]1)=[O:26])[C:20]1[CH:25]=[CH:24][CH:23]=[CH:22][CH:21]=1. Given the reactants [NH2:1][C:2]1[C:3]([C:10]([NH:12][C:13](=[N:16][C:17](=[O:26])[O:18][CH2:19][C:20]2[CH:25]=[CH:24][CH:23]=[CH:22][CH:21]=2)SC)=[O:11])=[N:4][C:5]([Cl:9])=[C:6]([NH2:8])[N:7]=1.[NH2:27][CH:28]1[CH2:33][CH2:32][N:31]([C:34]([O:36][C:37]([CH3:40])([CH3:39])[CH3:38])=[O:35])[CH2:30][CH2:29]1, predict the reaction product. (2) The product is: [C:17]1([C:8]2[N:7]=[C:6]([CH2:5][C:1]#[N:2])[N:10]([C:11]3[CH:12]=[N:13][CH:14]=[CH:15][CH:16]=3)[N:9]=2)[CH:22]=[CH:21][CH:20]=[CH:19][CH:18]=1. Given the reactants [C-:1]#[N:2].[K+].Br[CH2:5][C:6]1[N:10]([C:11]2[CH:12]=[N:13][CH:14]=[CH:15][CH:16]=2)[N:9]=[C:8]([C:17]2[CH:22]=[CH:21][CH:20]=[CH:19][CH:18]=2)[N:7]=1.O, predict the reaction product. (3) Given the reactants [Cl:1][C:2]1[CH:7]=[C:6]([Cl:8])[CH:5]=[CH:4][C:3]=1[C:9]1[S:13][C:12]([C:14]([N:16]2[CH2:21][CH2:20][C:19]([C:25]3[CH:30]=[CH:29][CH:28]=[CH:27][CH:26]=3)([C:22]([NH2:24])=[O:23])[CH2:18][CH2:17]2)=[O:15])=[CH:11][C:10]=1[C:31]1[CH:36]=[CH:35][C:34]([OH:37])=[CH:33][CH:32]=1.C([O-])([O-])=O.[K+].[K+].Cl[CH2:45][CH2:46][CH2:47][OH:48], predict the reaction product. The product is: [Cl:1][C:2]1[CH:7]=[C:6]([Cl:8])[CH:5]=[CH:4][C:3]=1[C:9]1[S:13][C:12]([C:14]([N:16]2[CH2:17][CH2:18][C:19]([C:25]3[CH:30]=[CH:29][CH:28]=[CH:27][CH:26]=3)([C:22]([NH2:24])=[O:23])[CH2:20][CH2:21]2)=[O:15])=[CH:11][C:10]=1[C:31]1[CH:32]=[CH:33][C:34]([O:37][CH2:45][CH2:46][CH2:47][OH:48])=[CH:35][CH:36]=1. (4) Given the reactants Br[C:2]1[CH:7]=[CH:6][C:5]([C:8]2[N:12]([CH2:13][C@@H:14]3[CH2:18][CH2:17][N:16]([C:19]([CH:21]4[CH2:23][CH2:22]4)=[O:20])[CH2:15]3)[CH:11]=[N:10][N:9]=2)=[CH:4][CH:3]=1.B1(B2OC(C)(C)C(C)(C)O2)OC(C)(C)C(C)(C)O1.CC([O-])=O.[K+].Br[C:48]1[CH:49]=[C:50]2[CH:56]=[CH:55][N:54]([CH3:57])[C:51]2=[N:52][CH:53]=1.C([O-])([O-])=O.[K+].[K+], predict the reaction product. The product is: [CH:21]1([C:19]([N:16]2[CH2:17][CH2:18][C@@H:14]([CH2:13][N:12]3[CH:11]=[N:10][N:9]=[C:8]3[C:5]3[CH:6]=[CH:7][C:2]([C:48]4[CH:49]=[C:50]5[CH:56]=[CH:55][N:54]([CH3:57])[C:51]5=[N:52][CH:53]=4)=[CH:3][CH:4]=3)[CH2:15]2)=[O:20])[CH2:23][CH2:22]1. (5) Given the reactants C([O:4][C@H:5]1[C@H:10]([O:11]C(=O)C)[C@@H:9]([O:15]C(=O)C)[C@H:8]([C:19]2[S:20][C:21]([CH2:26][C:27]3[CH:32]=[CH:31][C:30]([CH2:33][CH3:34])=[CH:29][CH:28]=3)=[C:22]([CH3:25])[C:23]=2Br)[O:7][C@@H:6]1[CH2:35][O:36]C(=O)C)(=O)C.[CH3:40][O-:41].[Na+], predict the reaction product. The product is: [CH2:33]([C:30]1[CH:29]=[CH:28][C:27]([CH2:26][C:21]2[S:20][C:19]([C@H:8]3[C@H:9]([OH:15])[C@@H:10]([OH:11])[C@H:5]([OH:4])[C@@H:6]([CH2:35][OH:36])[O:7]3)=[C:23]([O:41][CH3:40])[C:22]=2[CH3:25])=[CH:32][CH:31]=1)[CH3:34]. (6) The product is: [CH3:14][C:8]([CH3:15])([CH2:7][C:5]1[S:6][C:2]([B:16]2[O:20][C:19]([CH3:22])([CH3:21])[C:18]([CH3:24])([CH3:23])[O:17]2)=[CH:3][N:4]=1)[C:9]([O:11][CH2:12][CH3:13])=[O:10]. Given the reactants Br[C:2]1[S:6][C:5]([CH2:7][C:8]([CH3:15])([CH3:14])[C:9]([O:11][CH2:12][CH3:13])=[O:10])=[N:4][CH:3]=1.[B:16]1([B:16]2[O:20][C:19]([CH3:22])([CH3:21])[C:18]([CH3:24])([CH3:23])[O:17]2)[O:20][C:19]([CH3:22])([CH3:21])[C:18]([CH3:24])([CH3:23])[O:17]1.CC([O-])=O.[K+], predict the reaction product. (7) Given the reactants [I-].[CH:2]1([CH:5]([C:7](=[O:14])[C:8]2[CH:13]=[CH:12][CH:11]=[CH:10][CH:9]=2)[CH3:6])[CH2:4][CH2:3]1.[CH2:15]([N:17](CC)[CH2:18][CH3:19])[CH3:16].CN(C=[O:26])C, predict the reaction product. The product is: [CH:2]1([CH:5]([C:7](=[O:14])[C:8]2[CH:9]=[CH:10][CH:11]=[CH:12][CH:13]=2)[CH2:6][N:17]2[CH2:18][CH2:19][C@@H:16]([OH:26])[CH2:15]2)[CH2:4][CH2:3]1. (8) Given the reactants C1(C)C=CC=CC=1.[Cl:8][C:9]1[CH:16]=[CH:15][C:14]([C:17]([F:20])([F:19])[F:18])=[CH:13][C:10]=1[CH2:11][NH2:12].[F:21][C:22]([F:36])([F:35])[C:23]1[CH:24]=[C:25]([CH:28]=[C:29]([C:31]([F:34])([F:33])[F:32])[CH:30]=1)[CH:26]=O.C1(C)C=CC(S(N)(=O)=O)=CC=1, predict the reaction product. The product is: [F:21][C:22]([F:35])([F:36])[C:23]1[CH:24]=[C:25]([CH:28]=[C:29]([C:31]([F:34])([F:32])[F:33])[CH:30]=1)[CH:26]=[N:12][CH2:11][C:10]1[CH:13]=[C:14]([C:17]([F:18])([F:19])[F:20])[CH:15]=[CH:16][C:9]=1[Cl:8].